From a dataset of Forward reaction prediction with 1.9M reactions from USPTO patents (1976-2016). Predict the product of the given reaction. (1) Given the reactants [CH3:1][O:2][C:3]([C:5]1([C:11]2[CH:16]=[CH:15][C:14]([NH2:17])=[C:13](Br)[CH:12]=2)[CH2:10][CH2:9][O:8][CH2:7][CH2:6]1)=[O:4].[CH3:19][C:20]1([CH3:29])[CH2:25][CH2:24][C:23](B(O)O)=[CH:22][CH2:21]1.[O-]P([O-])([O-])=O.[K+].[K+].[K+].CCOC(C)=O, predict the reaction product. The product is: [CH3:1][O:2][C:3]([C:5]1([C:11]2[CH:16]=[CH:15][C:14]([NH2:17])=[C:13]([C:23]3[CH2:24][CH2:25][C:20]([CH3:29])([CH3:19])[CH2:21][CH:22]=3)[CH:12]=2)[CH2:10][CH2:9][O:8][CH2:7][CH2:6]1)=[O:4]. (2) Given the reactants [S:1]1[CH:5]=[CH:4][C:3]2[C:6]([N:10]3[CH2:15][CH2:14][N:13]([CH2:16][CH2:17][CH2:18][CH2:19][O:20][C:21]4[CH:30]=[C:29]5[C:24]([CH:25]=[CH:26][C:27](=[O:31])[NH:28]5)=[CH:23][CH:22]=4)[CH2:12][CH2:11]3)=[CH:7][CH:8]=[CH:9][C:2]1=2.[P:32](=[O:36])([OH:35])([OH:34])[OH:33], predict the reaction product. The product is: [P:32]([OH:36])([OH:35])([OH:34])=[O:33].[S:1]1[CH:5]=[CH:4][C:3]2[C:6]([N:10]3[CH2:11][CH2:12][N:13]([CH2:16][CH2:17][CH2:18][CH2:19][O:20][C:21]4[CH:30]=[C:29]5[C:24]([CH:25]=[CH:26][C:27](=[O:31])[NH:28]5)=[CH:23][CH:22]=4)[CH2:14][CH2:15]3)=[CH:7][CH:8]=[CH:9][C:2]1=2. (3) Given the reactants Cl[C:2](=[O:8])[C:3]([O:5]CC)=O.[F:9][C:10]1[CH:15]=[CH:14][C:13]([NH:16][C:17]([NH:19][CH2:20][C:21]([CH3:24])([CH3:23])[CH3:22])=[S:18])=[CH:12][CH:11]=1, predict the reaction product. The product is: [CH3:22][C:21]([CH3:24])([CH3:23])[CH2:20][N:19]1[C:2](=[O:8])[C:3](=[O:5])[N:16]([C:13]2[CH:12]=[CH:11][C:10]([F:9])=[CH:15][CH:14]=2)[C:17]1=[S:18]. (4) Given the reactants Br[C:2]1[CH:23]=[CH:22][C:5]2[C:6]3[N:7]([CH:11]=[C:12]([C:14]4[N:18]([CH:19]([CH3:21])[CH3:20])[N:17]=[CH:16][N:15]=4)[N:13]=3)[CH2:8][CH2:9][O:10][C:4]=2[CH:3]=1.[O-]P([O-])([O-])=O.[K+].[K+].[K+].O[C@H:33]1[CH2:37][NH:36][C@H:35]([C:38](O)=O)[CH2:34]1, predict the reaction product. The product is: [CH:19]([N:18]1[C:14]([C:12]2[N:13]=[C:6]3[C:5]4[CH:22]=[CH:23][C:2]([N:36]5[CH2:37][CH2:33][CH2:34][C@H:35]5[CH2:38][N:36]5[CH2:37][CH2:33][CH2:34][CH2:35]5)=[CH:3][C:4]=4[O:10][CH2:9][CH2:8][N:7]3[CH:11]=2)=[N:15][CH:16]=[N:17]1)([CH3:21])[CH3:20].